From a dataset of Forward reaction prediction with 1.9M reactions from USPTO patents (1976-2016). Predict the product of the given reaction. (1) Given the reactants Cl[C:2]1[C:7]([C:8]([F:11])([F:10])[F:9])=[CH:6][N:5]=[C:4]([NH:12][C:13]2[CH:27]=[CH:26][C:16]([CH2:17][P:18](=[O:25])([O:22][CH2:23][CH3:24])[O:19][CH2:20][CH3:21])=[CH:15][C:14]=2[O:28][CH3:29])[N:3]=1.[NH2:30][C:31]1[CH:32]=[CH:33][C:34]([C@H:42]2[CH2:47][CH2:46][C@@H:45]([N:48]3[CH2:53][CH2:52][N:51]([CH3:54])[CH2:50][CH2:49]3)[CH2:44][CH2:43]2)=[C:35]2[C:39]=1[C:38](=[O:40])[N:37]([CH3:41])[CH2:36]2, predict the reaction product. The product is: [CH3:29][O:28][C:14]1[CH:15]=[C:16]([CH:26]=[CH:27][C:13]=1[NH:12][C:4]1[N:3]=[C:2]([NH:30][C:31]2[CH:32]=[CH:33][C:34]([C@H:42]3[CH2:47][CH2:46][C@@H:45]([N:48]4[CH2:53][CH2:52][N:51]([CH3:54])[CH2:50][CH2:49]4)[CH2:44][CH2:43]3)=[C:35]3[C:39]=2[C:38](=[O:40])[N:37]([CH3:41])[CH2:36]3)[C:7]([C:8]([F:11])([F:10])[F:9])=[CH:6][N:5]=1)[CH2:17][P:18](=[O:25])([O:22][CH2:23][CH3:24])[O:19][CH2:20][CH3:21]. (2) Given the reactants C([O:4][CH:5]([C:7]1([C:16]([O:18]C(C)(C)C)=[O:17])[CH2:11][CH2:10][C:9](OC)([O:12]C)[CH2:8]1)[CH3:6])(=O)C.C([O-])(=O)C, predict the reaction product. The product is: [OH:4][CH:5]([C:7]1([C:16]([OH:18])=[O:17])[CH2:11][CH2:10][C:9](=[O:12])[CH2:8]1)[CH3:6].